Dataset: Catalyst prediction with 721,799 reactions and 888 catalyst types from USPTO. Task: Predict which catalyst facilitates the given reaction. (1) Reactant: [H-].[K+].Br[C:4]1[CH:5]=[C:6]2[C:10](=[CH:11][CH:12]=1)[NH:9][C:8]([CH2:13][N:14]([CH3:16])[CH3:15])=[CH:7]2.C([Li])CCC.CN([CH:25]=[O:26])C. Product: [CH3:15][N:14]([CH2:13][C:8]1[NH:9][C:10]2[C:6]([CH:7]=1)=[CH:5][C:4]([CH:25]=[O:26])=[CH:12][CH:11]=2)[CH3:16]. The catalyst class is: 1. (2) Reactant: [F:1][C:2]1[CH:7]=[CH:6][CH:5]=[CH:4][C:3]=1[C:8]1[CH:13]=[CH:12][CH:11]=[CH:10][C:9]=1[CH2:14][C:15]([OH:17])=O.C[N:19](C=O)C.C(Cl)(=O)C(Cl)=O.N. Product: [F:1][C:2]1[CH:7]=[CH:6][CH:5]=[CH:4][C:3]=1[C:8]1[CH:13]=[CH:12][CH:11]=[CH:10][C:9]=1[CH2:14][C:15]([NH2:19])=[O:17]. The catalyst class is: 410.